This data is from Reaction yield outcomes from USPTO patents with 853,638 reactions. The task is: Predict the reaction yield, written as a fraction of the theoretical maximum amount of product (1.0 means a 100% yield; for example, 0.34 means a 34% yield). (1) The reactants are [CH2:1]([OH:77])[C@H:2]1[O:7][C@@H:6]2[O:8][C@H:9]3[C@H:14]([OH:15])[C@@H:13]([OH:16])[C@@H:12]([O:17][C@H:18]4[C@H:23]([OH:24])[C@@H:22]([OH:25])[C@@H:21]([O:26][C@H:27]5[C@H:32]([OH:33])[C@@H:31]([OH:34])[C@@H:30]([O:35][C@H:36]6[C@H:41]([OH:42])[C@@H:40]([OH:43])[C@@H:39]([O:44][C@H:45]7[C@H:50]([OH:51])[C@@H:49]([OH:52])[C@@H:48]([O:53][C@H:54]8[C@H:60]([OH:61])[C@@H:59]([OH:62])[C@@H:57]([O:58][C@H:3]1[C@H:4]([OH:76])[C@H:5]2[OH:75])[O:56][C@@H:55]8[CH2:63][OH:64])[O:47][C@@H:46]7[CH2:65][OH:66])[O:38][C@@H:37]6[CH2:67][OH:68])[O:29][C@@H:28]5[CH2:69][OH:70])[O:20][C@@H:19]4[CH2:71][OH:72])[O:11][C@@H:10]3[CH2:73][OH:74].C(ON1C(=O)CCC1=O)(=O)CCCCCCC(ON1C(=O)CCC1=O)=O.C(ON1C(=O)CCC1=O)(=O)CCCCCCC(ON1C(=O)CCC1=O)=O. No catalyst specified. The product is [CH2:67]([OH:68])[C@H:37]1[O:38][C@@H:39]2[O:44][C@H:45]3[C@H:50]([OH:51])[C@@H:49]([OH:52])[C@@H:48]([O:53][C@H:54]4[C@H:60]([OH:61])[C@@H:59]([OH:62])[C@@H:57]([O:58][C@H:3]5[C@H:4]([OH:76])[C@@H:5]([OH:75])[C@@H:6]([O:8][C@H:9]6[C@H:14]([OH:15])[C@@H:13]([OH:16])[C@@H:12]([O:17][C@H:18]7[C@H:23]([OH:24])[C@@H:22]([OH:25])[C@@H:21]([O:26][C@H:27]8[C@H:32]([OH:33])[C@@H:31]([OH:34])[C@@H:30]([O:35][C@H:36]1[C@H:41]([OH:42])[C@H:40]2[OH:43])[O:29][C@@H:28]8[CH2:69][OH:70])[O:20][C@@H:19]7[CH2:71][OH:72])[O:11][C@@H:10]6[CH2:73][OH:74])[O:7][C@@H:2]5[CH2:1][OH:77])[O:56][C@@H:55]4[CH2:63][OH:64])[O:47][C@@H:46]3[CH2:65][OH:66]. The yield is 0.670. (2) The reactants are C[C:2]1[CH:10]=[C:9]([C:11]([NH:13][C:14]2[CH:19]=[CH:18][CH:17]=[C:16]([C:20]3[C:29]4[C:24](=[CH:25][C:26]([O:32][CH3:33])=[C:27]([O:30][CH3:31])[CH:28]=4)[N:23]=[C:22]([NH:34][CH3:35])[N:21]=3)[CH:15]=2)=[O:12])[CH:8]=[CH:7][C:3]=1[C:4]([OH:6])=[O:5].O1CCCC1.[OH-].[Na+].[ClH:43]. The catalyst is CO. The product is [ClH:43].[CH3:31][O:30][C:27]1[CH:28]=[C:29]2[C:24](=[CH:25][C:26]=1[O:32][CH3:33])[N:23]=[C:22]([NH:34][CH3:35])[N:21]=[C:20]2[C:16]1[CH:15]=[C:14]([NH:13][C:11](=[O:12])[C:9]2[CH:10]=[CH:2][C:3]([C:4]([OH:6])=[O:5])=[CH:7][CH:8]=2)[CH:19]=[CH:18][CH:17]=1. The yield is 0.953. (3) The reactants are [C:1]1([S:7]([N:10]2[C:14]3=[N:15][CH:16]=[C:17]([N+:20]([O-:22])=[O:21])[C:18](Cl)=[C:13]3[CH:12]=[CH:11]2)(=[O:9])=[O:8])[CH:6]=[CH:5][CH:4]=[CH:3][CH:2]=1.C(N(C(C)C)CC)(C)C.[CH2:32]([O:39][C:40]([N:42]1[CH2:47][CH2:46][CH2:45][C:44]([NH2:49])([CH3:48])[CH2:43]1)=[O:41])[C:33]1[CH:38]=[CH:37][CH:36]=[CH:35][CH:34]=1. The catalyst is C(O)CCC. The product is [CH2:32]([O:39][C:40]([N:42]1[CH2:47][CH2:46][CH2:45][C:44]([NH:49][C:18]2[C:17]([N+:20]([O-:22])=[O:21])=[CH:16][N:15]=[C:14]3[N:10]([S:7]([C:1]4[CH:6]=[CH:5][CH:4]=[CH:3][CH:2]=4)(=[O:9])=[O:8])[CH:11]=[CH:12][C:13]=23)([CH3:48])[CH2:43]1)=[O:41])[C:33]1[CH:38]=[CH:37][CH:36]=[CH:35][CH:34]=1. The yield is 0.430. (4) The reactants are [C:1](Cl)(=[O:5])[CH2:2][CH2:3][CH3:4].[NH2:7][C:8]1[C:16]2[C:11](=[N:12][CH:13]=[C:14]([Cl:31])[C:15]=2[N:17]2[CH2:22][CH2:21][CH2:20][C@@H:19]([NH:23][C:24](=[O:30])[O:25][C:26]([CH3:29])([CH3:28])[CH3:27])[CH2:18]2)[NH:10][CH:9]=1.C(N(CC)CC)C.[Li+].[OH-]. The catalyst is ClCCl.CN1C(=O)CCC1.C1COCC1.CC#N.O. The product is [C:1]([NH:7][C:8]1[C:16]2[C:11](=[N:12][CH:13]=[C:14]([Cl:31])[C:15]=2[N:17]2[CH2:22][CH2:21][CH2:20][C@@H:19]([NH:23][C:24](=[O:30])[O:25][C:26]([CH3:27])([CH3:28])[CH3:29])[CH2:18]2)[NH:10][CH:9]=1)(=[O:5])[CH2:2][CH2:3][CH3:4]. The yield is 0.930. (5) The reactants are [H-].[Na+].[CH3:3][O:4][C:5]1[CH:6]=[C:7]2[C:12](=[CH:13][CH:14]=1)[NH:11][C:10](=[O:15])[CH2:9][CH2:8]2.[S:16](Cl)([CH3:19])(=[O:18])=[O:17]. The catalyst is CN(C=O)C. The product is [CH3:19][S:16]([N:11]1[C:12]2[C:7](=[CH:6][C:5]([O:4][CH3:3])=[CH:14][CH:13]=2)[CH2:8][CH2:9][C:10]1=[O:15])(=[O:18])=[O:17]. The yield is 0.350. (6) The yield is 0.120. The product is [Cl:12][C:10]1[CH:11]=[C:2]([NH:1][CH2:34][C:27]2[C:28]3[C:33](=[CH:32][CH:31]=[CH:30][CH:29]=3)[N:24]=[CH:25][CH:26]=2)[CH:3]=[C:4]2[C:9]=1[N:8]=[CH:7][C:6]([C:13]#[N:14])=[C:5]2[NH:15][C:16]1[CH:21]=[CH:20][C:19]([F:22])=[C:18]([Cl:23])[CH:17]=1. The catalyst is CCO. The reactants are [NH2:1][C:2]1[CH:3]=[C:4]2[C:9](=[C:10]([Cl:12])[CH:11]=1)[N:8]=[CH:7][C:6]([C:13]#[N:14])=[C:5]2[NH:15][C:16]1[CH:21]=[CH:20][C:19]([F:22])=[C:18]([Cl:23])[CH:17]=1.[N:24]1[C:33]2[C:28](=[CH:29][CH:30]=[CH:31][CH:32]=2)[C:27]([CH:34]=O)=[CH:26][CH:25]=1.[BH3-]C#N.[Na+]. (7) The reactants are [C:1]([NH:8][CH2:9][CH2:10][NH2:11])([O:3]C(C)(C)C)=O.[C:12]1([CH3:21])[CH:17]=[CH:16][CH:15]=[C:14]([N:18]=C=O)[CH:13]=1. The product is [CH3:21][C:12]1[CH:13]=[C:14]([NH:18][C:1]([NH:8][CH2:9][CH2:10][NH2:11])=[O:3])[CH:15]=[CH:16][CH:17]=1. The yield is 0.210. The catalyst is C(#N)C. (8) The reactants are [O:1]1[CH2:6][CH2:5][CH2:4][CH2:3][CH:2]1[N:7]1[CH:11]=[CH:10][N:9]=[CH:8]1.[Li]CCCC.[CH3:17][C:18]1([CH3:21])[CH2:20][O:19]1.CO. The catalyst is C1COCC1. The product is [CH3:17][C:18]([OH:19])([CH3:21])[CH2:20][C:8]1[N:7]([CH:2]2[CH2:3][CH2:4][CH2:5][CH2:6][O:1]2)[CH:11]=[CH:10][N:9]=1. The yield is 0.750.